Dataset: Catalyst prediction with 721,799 reactions and 888 catalyst types from USPTO. Task: Predict which catalyst facilitates the given reaction. (1) Reactant: C(NC(C)C)(C)C.C([Li])CCC.[CH2:13]([CH:15]([CH2:20][CH2:21][CH2:22][CH3:23])[C:16]([O:18][CH3:19])=[O:17])[CH3:14].[CH2:24]=[O:25]. Product: [CH3:19][O:18][C:16](=[O:17])[C:15]([CH2:13][CH3:14])([CH2:24][OH:25])[CH2:20][CH2:21][CH2:22][CH3:23]. The catalyst class is: 237. (2) Product: [C:1]1([C:9]2[CH:14]=[CH:13][CH:12]=[CH:11][CH:10]=2)[CH:6]=[CH:5][CH:4]=[C:3]([CH2:7][NH:8][C:20](=[O:22])[CH3:21])[CH:2]=1. The catalyst class is: 2. Reactant: [C:1]1([C:9]2[CH:14]=[CH:13][CH:12]=[CH:11][CH:10]=2)[CH:6]=[CH:5][CH:4]=[C:3]([CH2:7][NH2:8])[CH:2]=1.C([O-])(O)=O.[Na+].[C:20](Cl)(=[O:22])[CH3:21]. (3) Product: [CH3:1][C:2]1([CH3:13])[CH2:11][CH2:10][C:9]2[C:4](=[CH:5][C:6]([N+:14]([O-:16])=[O:15])=[C:7]([CH3:12])[CH:8]=2)[NH:3]1. The catalyst class is: 65. Reactant: [CH3:1][C:2]1([CH3:13])[CH2:11][CH2:10][C:9]2[C:4](=[CH:5][CH:6]=[C:7]([CH3:12])[CH:8]=2)[NH:3]1.[N+:14]([O-])([OH:16])=[O:15].C([O-])([O-])=O.[K+].[K+]. (4) Reactant: Cl.[CH:2]([CH:15]1[C:20](=[O:21])[CH2:19][CH2:18][NH:17][CH2:16]1)([C:9]1[CH:14]=[CH:13][CH:12]=[CH:11][CH:10]=1)[C:3]1[CH:8]=[CH:7][CH:6]=[CH:5][CH:4]=1.[C:22]([C:26]1[C:27]([O:38][CH3:39])=[C:28]([CH:31]=[C:32]([C:34]([CH3:37])([CH3:36])[CH3:35])[CH:33]=1)[CH2:29]O)([CH3:25])([CH3:24])[CH3:23].C(N(C(C)C)CC)(C)C.ClCCl. Product: [CH:2]([CH:15]1[C:20](=[O:21])[CH2:19][CH2:18][N:17]([CH2:29][C:28]2[CH:31]=[C:32]([C:34]([CH3:37])([CH3:35])[CH3:36])[CH:33]=[C:26]([C:22]([CH3:25])([CH3:24])[CH3:23])[C:27]=2[O:38][CH3:39])[CH2:16]1)([C:9]1[CH:14]=[CH:13][CH:12]=[CH:11][CH:10]=1)[C:3]1[CH:4]=[CH:5][CH:6]=[CH:7][CH:8]=1. The catalyst class is: 6. (5) Reactant: [CH2:1]([O:3][C:4]([CH:6]1[CH2:11][C:10](=[O:12])[CH:9]=[C:8]([OH:13])[CH2:7]1)=[O:5])[CH3:2].C(N(CC)CC)C.[CH2:21]([C:23]1[CH:31]=[CH:30][C:26]([C:27](Cl)=[O:28])=[CH:25][CH:24]=1)[CH3:22].OC1CCCC(=O)C=1C(=O)C1C=CC(OC)=CC=1. Product: [CH2:21]([C:23]1[CH:31]=[CH:30][C:26]([C:27]([C:9]2[C:10](=[O:12])[CH2:11][CH:6]([C:4]([O:3][CH2:1][CH3:2])=[O:5])[CH2:7][C:8]=2[OH:13])=[O:28])=[CH:25][CH:24]=1)[CH3:22]. The catalyst class is: 10. (6) Reactant: [CH3:1][O:2][C:3]1[CH:4]=[C:5]2[C:10](=[CH:11][CH:12]=1)[N:9]=[C:8]([NH:13][CH2:14][C:15]([F:18])([F:17])[F:16])[C:7]([CH2:19]O)=[CH:6]2.O=S(Cl)[Cl:23]. Product: [ClH:23].[Cl:23][CH2:19][C:7]1[C:8]([NH:13][CH2:14][C:15]([F:18])([F:17])[F:16])=[N:9][C:10]2[C:5]([CH:6]=1)=[CH:4][C:3]([O:2][CH3:1])=[CH:12][CH:11]=2. The catalyst class is: 2. (7) Reactant: [CH3:1][O-:2].[Na+].Br[C:5]1[C:6]([NH2:12])=[N:7][CH:8]=[C:9]([Br:11])[N:10]=1. Product: [Br:11][C:9]1[N:10]=[C:5]([O:2][CH3:1])[C:6]([NH2:12])=[N:7][CH:8]=1. The catalyst class is: 5.